Regression. Given two drug SMILES strings and cell line genomic features, predict the synergy score measuring deviation from expected non-interaction effect. From a dataset of Merck oncology drug combination screen with 23,052 pairs across 39 cell lines. Drug 1: O=C(CCCCCCC(=O)Nc1ccccc1)NO. Drug 2: CNC(=O)c1cc(Oc2ccc(NC(=O)Nc3ccc(Cl)c(C(F)(F)F)c3)cc2)ccn1. Cell line: SW837. Synergy scores: synergy=-4.33.